From a dataset of Full USPTO retrosynthesis dataset with 1.9M reactions from patents (1976-2016). Predict the reactants needed to synthesize the given product. (1) Given the product [Cl:15][C:16]1[CH:21]=[CH:20][CH:19]=[CH:18][C:17]=1[C:2]1[N:7]=[N:6][C:5]([NH2:8])=[N:4][C:3]=1[C:9]1[CH:14]=[CH:13][CH:12]=[CH:11][CH:10]=1, predict the reactants needed to synthesize it. The reactants are: Br[C:2]1[N:7]=[N:6][C:5]([NH2:8])=[N:4][C:3]=1[C:9]1[CH:14]=[CH:13][CH:12]=[CH:11][CH:10]=1.[Cl:15][C:16]1[CH:21]=[CH:20][CH:19]=[CH:18][C:17]=1B(O)O. (2) The reactants are: [NH2:1][CH2:2][C:3]1[C:4]([F:22])=[C:5]([O:10][C:11]2[CH:12]=[C:13]([CH:16]=[C:17]([CH2:19][CH:20]=[CH2:21])[CH:18]=2)[C:14]#[N:15])[C:6]([Cl:9])=[CH:7][CH:8]=1.[Cl:23][C:24]1[N:25]=[CH:26][N:27]([CH2:32][O:33][CH2:34][CH2:35][Si:36]([CH3:39])([CH3:38])[CH3:37])[C:28]=1[C:29](O)=[O:30].CCN(C(C)C)C(C)C.C(Cl)CCl. Given the product [Cl:23][C:24]1[N:25]=[CH:26][N:27]([CH2:32][O:33][CH2:34][CH2:35][Si:36]([CH3:39])([CH3:38])[CH3:37])[C:28]=1[C:29]([NH:1][CH2:2][C:3]1[CH:8]=[CH:7][C:6]([Cl:9])=[C:5]([O:10][C:11]2[CH:18]=[C:17]([CH2:19][CH:20]=[CH2:21])[CH:16]=[C:13]([C:14]#[N:15])[CH:12]=2)[C:4]=1[F:22])=[O:30], predict the reactants needed to synthesize it.